From a dataset of Full USPTO retrosynthesis dataset with 1.9M reactions from patents (1976-2016). Predict the reactants needed to synthesize the given product. (1) Given the product [CH3:20][C:19]1[C:14]([CH:10]2[CH2:11][CH2:12][CH2:13][CH:8]([C:3]3[C:2]([CH3:1])=[CH:7][CH:6]=[CH:5][N:4]=3)[N:9]2[CH2:21][CH2:22][CH2:23][CH2:24][N:25]([OH:48])[C:26]([NH2:33])=[O:27])=[N:15][CH:16]=[CH:17][CH:18]=1, predict the reactants needed to synthesize it. The reactants are: [CH3:1][C:2]1[C:3]([CH:8]2[CH2:13][CH2:12][CH2:11][CH:10]([C:14]3[C:19]([CH3:20])=[CH:18][CH:17]=[CH:16][N:15]=3)[N:9]2[CH2:21][CH2:22][CH2:23][CH2:24][NH2:25])=[N:4][CH:5]=[CH:6][CH:7]=1.[C:26]([N:33]1C=CN=C1)(N1C=CN=C1)=[O:27].CCN(C(C)C)C(C)C.N[OH:48].O. (2) Given the product [F:21][CH:22]([F:35])[O:23][C:24]1[CH:32]=[CH:31][C:27]([C:28]([N:12]([CH2:11][C:10]([CH3:20])=[CH:9][C:3]2[CH:4]=[CH:5][C:6]([F:8])=[CH:7][C:2]=2[F:1])[CH2:13][C:14]2[N:15]([CH3:19])[CH:16]=[CH:17][N:18]=2)=[O:29])=[CH:26][C:25]=1[O:33][CH3:34], predict the reactants needed to synthesize it. The reactants are: [F:1][C:2]1[CH:7]=[C:6]([F:8])[CH:5]=[CH:4][C:3]=1[CH:9]=[C:10]([CH3:20])[CH2:11][NH:12][CH2:13][C:14]1[N:15]([CH3:19])[CH:16]=[CH:17][N:18]=1.[F:21][CH:22]([F:35])[O:23][C:24]1[CH:32]=[CH:31][C:27]([C:28](Cl)=[O:29])=[CH:26][C:25]=1[O:33][CH3:34].C(N(CC)CC)C.